Task: Predict the product of the given reaction.. Dataset: Forward reaction prediction with 1.9M reactions from USPTO patents (1976-2016) Given the reactants [C:1]1([CH:7]2[S:12][CH2:11][CH2:10][CH2:9][S:8]2)[CH:6]=[CH:5][CH:4]=[CH:3][CH:2]=1.C([Li])CCC.[CH3:18][N:19]1[C:24]2[CH:25]=[CH:26][C:27]([CH:29]=[O:30])=[CH:28][C:23]=2[O:22][CH2:21][CH2:20]1.[Cl-].[NH4+], predict the reaction product. The product is: [CH3:18][N:19]1[C:24]2[CH:25]=[CH:26][C:27]([CH:29]([C:7]3([C:1]4[CH:2]=[CH:3][CH:4]=[CH:5][CH:6]=4)[S:8][CH2:9][CH2:10][CH2:11][S:12]3)[OH:30])=[CH:28][C:23]=2[O:22][CH2:21][CH2:20]1.